From a dataset of Peptide-MHC class II binding affinity with 134,281 pairs from IEDB. Regression. Given a peptide amino acid sequence and an MHC pseudo amino acid sequence, predict their binding affinity value. This is MHC class II binding data. (1) The peptide sequence is PARLFKAFVLDSDNL. The MHC is DRB4_0101 with pseudo-sequence DRB4_0103. The binding affinity (normalized) is 0.757. (2) The peptide sequence is VEALYLVCGERGFFY. The MHC is DRB4_0101 with pseudo-sequence DRB4_0103. The binding affinity (normalized) is 0.686. (3) The peptide sequence is FTSLEYIEAAKWLLP. The MHC is HLA-DPA10301-DPB10402 with pseudo-sequence HLA-DPA10301-DPB10402. The binding affinity (normalized) is 0.335. (4) The peptide sequence is MVGTILEMLGTRLDQ. The MHC is HLA-DQA10201-DQB10202 with pseudo-sequence HLA-DQA10201-DQB10202. The binding affinity (normalized) is 0.391.